This data is from Forward reaction prediction with 1.9M reactions from USPTO patents (1976-2016). The task is: Predict the product of the given reaction. (1) Given the reactants [CH3:1][C:2]1[C:3]2[N:4]([C:8]([N:11]3[CH2:16][CH2:15][N:14](C(OCC4C=CC=CC=4)=O)[CH2:13][CH2:12]3)=[N:9][CH:10]=2)[CH:5]=[CH:6][N:7]=1.[ClH:27], predict the reaction product. The product is: [ClH:27].[CH3:1][C:2]1[C:3]2[N:4]([C:8]([N:11]3[CH2:16][CH2:15][NH:14][CH2:13][CH2:12]3)=[N:9][CH:10]=2)[CH:5]=[CH:6][N:7]=1. (2) Given the reactants [OH:1][CH2:2][C:3]1([NH:16][C:17]([C:19]2[CH:20]=[CH:21][C:22]3[S:23][CH2:24][C:25](=[O:29])[NH:26][C:27]=3[N:28]=2)=[O:18])[CH2:8][CH2:7][N:6](C(OC(C)(C)C)=O)[CH2:5][CH2:4]1.FC(F)(F)C(O)=O, predict the reaction product. The product is: [OH:1][CH2:2][C:3]1([NH:16][C:17]([C:19]2[CH:20]=[CH:21][C:22]3[S:23][CH2:24][C:25](=[O:29])[NH:26][C:27]=3[N:28]=2)=[O:18])[CH2:8][CH2:7][NH:6][CH2:5][CH2:4]1.